Dataset: Full USPTO retrosynthesis dataset with 1.9M reactions from patents (1976-2016). Task: Predict the reactants needed to synthesize the given product. (1) Given the product [OH:19][CH2:2][C:3]1[C:4]([N+:15]([O-:17])=[O:16])=[C:5]([CH:12]=[CH:13][CH:14]=1)[C:6]([N:8]([O:10][CH3:11])[CH3:9])=[O:7], predict the reactants needed to synthesize it. The reactants are: Br[CH2:2][C:3]1[C:4]([N+:15]([O-:17])=[O:16])=[C:5]([CH:12]=[CH:13][CH:14]=1)[C:6]([N:8]([O:10][CH3:11])[CH3:9])=[O:7].C(=O)([O-])[O-:19].[Ca+2].O. (2) The reactants are: C(NC(C)C)(C)C.C([Li])CCC.CCCCCC.[C:19]([C:21]1[CH:22]=[N:23][CH:24]=[CH:25][C:26]=1[CH3:27])#[N:20].[CH2:28]1[O:30][CH2:29]1. Given the product [C:19]([C:21]1[CH:22]=[N:23][CH:24]=[CH:25][C:26]=1[CH2:27][CH2:28][CH2:29][OH:30])#[N:20], predict the reactants needed to synthesize it. (3) Given the product [C:27]([C:24]1[CH:25]=[CH:26][C:21]([C:19]2[N:20]=[C:15]([O:14][CH2:13][C@@H:10]3[CH2:11][CH2:12][N:8]([C:6]([O:5][C:1]([CH3:4])([CH3:3])[CH3:2])=[O:7])[CH2:9]3)[C:16]3[N:17]([CH:36]=[C:37]([CH2:39][OH:40])[N:38]=3)[C:18]=2[C:29]2[CH:34]=[CH:33][C:32]([CH3:35])=[CH:31][CH:30]=2)=[CH:22][CH:23]=1)#[N:28], predict the reactants needed to synthesize it. The reactants are: [C:1]([O:5][C:6]([N:8]1[CH2:12][CH2:11][C@@H:10]([CH2:13][O:14][C:15]2[C:16]3[N:17]([CH:36]=[C:37]([C:39](O)=[O:40])[N:38]=3)[C:18]([C:29]3[CH:34]=[CH:33][C:32]([CH3:35])=[CH:31][CH:30]=3)=[C:19]([C:21]3[CH:26]=[CH:25][C:24]([C:27]#[N:28])=[CH:23][CH:22]=3)[N:20]=2)[CH2:9]1)=[O:7])([CH3:4])([CH3:3])[CH3:2].CN1CCOCC1.ClC(OCC(C)C)=O.[BH4-].[Na+].